This data is from Forward reaction prediction with 1.9M reactions from USPTO patents (1976-2016). The task is: Predict the product of the given reaction. (1) The product is: [Cl:3][C:4]1[CH:9]=[C:8]([O:24][C:23]2[C:18]([C:14]3[S:15][C:16]([CH3:17])=[C:12]([CH3:11])[N:13]=3)=[N:19][C:20]([CH3:26])=[C:21]([CH3:25])[CH:22]=2)[CH:7]=[CH:6][N:5]=1. Given the reactants [H-].[Na+].[Cl:3][C:4]1[CH:9]=[C:8](Cl)[CH:7]=[CH:6][N:5]=1.[CH3:11][C:12]1[N:13]=[C:14]([C:18]2[C:23]([OH:24])=[CH:22][C:21]([CH3:25])=[C:20]([CH3:26])[N:19]=2)[S:15][C:16]=1[CH3:17], predict the reaction product. (2) Given the reactants Br[C:2]1[CH:3]=[CH:4][C:5]([C:15]([OH:17])=[O:16])=[N:6][C:7]=1[O:8][CH:9]([CH3:14])[C:10]([F:13])([F:12])[F:11].[CH:18]1([B-](F)(F)F)[CH2:20][CH2:19]1.[K+].C(=O)([O-])[O-].[Cs+].[Cs+].Cl, predict the reaction product. The product is: [CH:18]1([C:2]2[CH:3]=[CH:4][C:5]([C:15]([OH:17])=[O:16])=[N:6][C:7]=2[O:8][CH:9]([CH3:14])[C:10]([F:13])([F:12])[F:11])[CH2:20][CH2:19]1.